Dataset: Retrosynthesis with 50K atom-mapped reactions and 10 reaction types from USPTO. Task: Predict the reactants needed to synthesize the given product. (1) Given the product COc1cc(Nc2cc(Oc3cc(C)c(C)nc3-c3cccc(C)n3)ccn2)cc(OC)c1OC, predict the reactants needed to synthesize it. The reactants are: COc1cc(N)cc(OC)c1OC.Cc1cccc(-c2nc(C)c(C)cc2Oc2ccnc(Cl)c2)n1. (2) Given the product Clc1ccc2c(C=Cc3ccccc3)ccnc2c1, predict the reactants needed to synthesize it. The reactants are: C=Cc1ccccc1.Clc1ccc2c(Br)ccnc2c1.